From a dataset of Reaction yield outcomes from USPTO patents with 853,638 reactions. Predict the reaction yield, written as a fraction of the theoretical maximum amount of product (1.0 means a 100% yield; for example, 0.34 means a 34% yield). (1) The reactants are [Br:1][C:2]1[CH:3]=[CH:4][C:5](F)=[N:6][CH:7]=1.[CH3:9][NH:10][CH3:11].O. The catalyst is C1COCC1. The product is [CH3:9][N:10]([CH3:11])[C:5]1[CH:4]=[CH:3][C:2]([Br:1])=[CH:7][N:6]=1. The yield is 0.860. (2) The reactants are C1CCN2C(=NCCC2)CC1.[C:12]([O:20][CH:21]([O:28][C:29]([NH:31][CH2:32][C:33]1([CH2:39][C:40]([O:42]CCC#N)=[O:41])[CH2:38][CH2:37][CH2:36][CH2:35][CH2:34]1)=[O:30])[C:22]1[CH:27]=[CH:26][CH:25]=[CH:24][CH:23]=1)(=[O:19])[C:13]1[CH:18]=[CH:17][CH:16]=[CH:15][CH:14]=1. The catalyst is C(Cl)Cl. The product is [C:12]([O:20][CH:21]([O:28][C:29]([NH:31][CH2:32][C:33]1([CH2:39][C:40]([OH:42])=[O:41])[CH2:34][CH2:35][CH2:36][CH2:37][CH2:38]1)=[O:30])[C:22]1[CH:27]=[CH:26][CH:25]=[CH:24][CH:23]=1)(=[O:19])[C:13]1[CH:14]=[CH:15][CH:16]=[CH:17][CH:18]=1. The yield is 0.0470. (3) The reactants are CN(C)C=O.[OH:6][CH2:7][C:8]1[CH:13]=[CH:12][CH:11]=[CH:10][N:9]=1.[H-].[Na+].[F:16][C:17]1[CH:18]=[C:19]([CH:22]=[CH:23][C:24]=1F)[CH:20]=[O:21]. The catalyst is O. The product is [F:16][C:17]1[CH:18]=[C:19]([CH:22]=[CH:23][C:24]=1[O:6][CH2:7][C:8]1[CH:13]=[CH:12][CH:11]=[CH:10][N:9]=1)[CH:20]=[O:21]. The yield is 0.456. (4) The reactants are [OH-].[NH4+:2].[F:3][C:4]1[C:12]([F:13])=[C:11](F)[C:10]([N+:15]([O-:17])=[O:16])=[CH:9][C:5]=1[C:6]([OH:8])=[O:7].Cl. The catalyst is O. The product is [NH2:2][C:11]1[C:10]([N+:15]([O-:17])=[O:16])=[CH:9][C:5]([C:6]([OH:8])=[O:7])=[C:4]([F:3])[C:12]=1[F:13]. The yield is 0.950. (5) The catalyst is O. The reactants are Cl.Cl.[C:3]([C:7]1[CH:12]=[CH:11][CH:10]=[CH:9][C:8]=1[N:13]1[CH2:18][CH2:17][NH:16][CH2:15][CH2:14]1)([CH3:6])([CH3:5])[CH3:4].[CH3:19][C:20]1([CH3:27])[CH2:25][C:24](=[O:26])[O:23][C:21]1=[O:22].C(N(CC)CC)C.O1CCCC1. The product is [C:3]([C:7]1[CH:12]=[CH:11][CH:10]=[CH:9][C:8]=1[N:13]1[CH2:18][CH2:17][N:16]([C:24](=[O:26])[CH2:25][C:20]([CH3:27])([CH3:19])[C:21]([OH:23])=[O:22])[CH2:15][CH2:14]1)([CH3:6])([CH3:4])[CH3:5]. The yield is 0.950. (6) The reactants are [Br:1][C:2]1[CH:10]=[C:9]2[C:5]([CH2:6][C:7]3([CH2:30][CH2:29][CH:28]([O:31][CH3:32])[CH2:27][CH2:26]3)[C:8]2([NH:16][S:17]([CH2:20][CH2:21][Si:22]([CH3:25])([CH3:24])[CH3:23])(=[O:19])=[O:18])[C:11]([O:13][CH2:14][CH3:15])=C)=[CH:4][CH:3]=1.C[O:34]C1C=CC(P2(SP(C3C=CC(OC)=CC=3)(=S)S2)=S)=CC=1. The catalyst is C1(C)C=CC=CC=1. The product is [Br:1][C:2]1[CH:10]=[C:9]2[C:5]([CH2:6][C:7]3([CH2:30][CH2:29][CH:28]([O:31][CH3:32])[CH2:27][CH2:26]3)[C:8]2([NH:16][S:17]([CH2:20][CH2:21][Si:22]([CH3:25])([CH3:24])[CH3:23])(=[O:18])=[O:19])[C:11]([O:13][CH2:14][CH3:15])=[O:34])=[CH:4][CH:3]=1. The yield is 0.730.